This data is from Forward reaction prediction with 1.9M reactions from USPTO patents (1976-2016). The task is: Predict the product of the given reaction. (1) Given the reactants [CH3:1][CH:2]([N:4]1[C:8]([C:9]2[N:10]=[C:11]3[N:21]([CH:22]=2)[CH2:20][CH2:19][O:18][C:17]2[C:12]3=[CH:13][C:14]([CH:23]=O)=[CH:15][CH:16]=2)=[N:7][CH:6]=[N:5]1)[CH3:3].[C:25]([N:29]1[CH2:34][CH2:33][NH:32][CH2:31][CH2:30]1)([CH3:28])([CH3:27])[CH3:26].[BH3-]C#N.[Na+], predict the reaction product. The product is: [C:25]([N:29]1[CH2:34][CH2:33][N:32]([CH2:23][C:14]2[CH:15]=[CH:16][C:17]3[O:18][CH2:19][CH2:20][N:21]4[CH:22]=[C:9]([C:8]5[N:4]([CH:2]([CH3:1])[CH3:3])[N:5]=[CH:6][N:7]=5)[N:10]=[C:11]4[C:12]=3[CH:13]=2)[CH2:31][CH2:30]1)([CH3:28])([CH3:27])[CH3:26]. (2) Given the reactants [CH3:1][C:2]1[C:7]2[NH:8][C:9](=[O:12])[CH2:10][O:11][C:6]=2[CH:5]=[CH:4][CH:3]=1.C([O-])([O-])=O.[Cs+].[Cs+].[Cl:19][CH2:20][CH2:21][CH2:22]I, predict the reaction product. The product is: [Cl:19][CH2:20][CH2:21][CH2:22][N:8]1[C:7]2[C:2]([CH3:1])=[CH:3][CH:4]=[CH:5][C:6]=2[O:11][CH2:10][C:9]1=[O:12]. (3) Given the reactants [OH:1][C@H:2]([C:21]1[CH:26]=[CH:25][C:24]([O:27][CH3:28])=[CH:23][CH:22]=1)[C@H:3]([NH:10][C:11](=[O:20])OCC1C=CC=CC=1)[CH2:4][N:5]1[CH2:9][CH2:8][CH2:7][CH2:6]1.Cl.[CH3:30][CH2:31][OH:32], predict the reaction product. The product is: [OH:1][C@H:2]([C:21]1[CH:22]=[CH:23][C:24]([O:27][CH3:28])=[CH:25][CH:26]=1)[C@H:3]([NH:10][C:11](=[O:20])[CH2:30][CH2:31][O:32][C:24]1[CH:25]=[CH:26][C:21]([CH3:2])=[CH:22][CH:23]=1)[CH2:4][N:5]1[CH2:6][CH2:7][CH2:8][CH2:9]1. (4) Given the reactants [N:1]1[N:5]2[C:6](=O)[C:7]3[N:8]([N:11]=[CH:12][CH:13]=3)[C:9](=[O:10])[C:4]2=[CH:3][CH:2]=1.NC1C2[C:20](=[CH:21][CH:22]=[C:23]([Br:26])[CH:24]=2)N=CC=1, predict the reaction product. The product is: [Br:26][C:23]1[CH:24]=[C:6]2[C:20](=[CH:21][CH:22]=1)[N:11]=[CH:12][CH:13]=[C:7]2[NH:8][C:9]([C:4]1[CH:3]=[CH:2][NH:1][N:5]=1)=[O:10]. (5) The product is: [OH:1][C:2]1[CH:11]=[N:10][CH:9]=[CH:8][C:3]=1[C:4]([NH:13][OH:14])=[O:5]. Given the reactants [OH:1][C:2]1[CH:11]=[N:10][CH:9]=[CH:8][C:3]=1[C:4](OC)=[O:5].Cl.[NH2:13][OH:14].[OH-].[Na+].Cl, predict the reaction product. (6) Given the reactants Cl[C:2]1[CH:7]=[CH:6][N:5]=[CH:4][C:3]=1[C:8]1[N:9]=[C:10]([CH2:13][CH2:14][CH2:15][CH2:16][NH2:17])[NH:11][CH:12]=1.[CH3:18][O-:19].[Na+].CO, predict the reaction product. The product is: [CH3:18][O:19][C:2]1[CH:7]=[CH:6][N:5]=[CH:4][C:3]=1[C:8]1[N:9]=[C:10]([CH2:13][CH2:14][CH2:15][CH2:16][NH2:17])[NH:11][CH:12]=1. (7) The product is: [Cl:15][C:12]1[CH:13]=[CH:14][C:9]([CH:8]2[C:4]3[C:1]([CH3:2])=[N:31][NH:30][C:5]=3[C:6](=[O:27])[N:7]2[C:16]2[CH:17]=[C:18]([CH3:26])[C:19]3[N:20]([C:22]([CH3:25])=[N:23][N:24]=3)[CH:21]=2)=[CH:10][CH:11]=1. Given the reactants [C:1]([C:4]1[CH:8]([C:9]2[CH:14]=[CH:13][C:12]([Cl:15])=[CH:11][CH:10]=2)[N:7]([C:16]2[CH:17]=[C:18]([CH3:26])[C:19]3[N:20]([C:22]([CH3:25])=[N:23][N:24]=3)[CH:21]=2)[C:6](=[O:27])[C:5]=1O)(=O)[CH3:2].O.[NH2:30][NH2:31], predict the reaction product. (8) The product is: [N:19]([C:22]1[CH:27]=[CH:26][C:25]([C:28]2[C:32]([C:33]([OH:35])=[O:34])=[C:31]([CH3:38])[O:30][N:29]=2)=[CH:24][CH:23]=1)=[N+:20]=[N-:21]. Given the reactants NC1C=CC(C2C(C(OCC)=O)=C(C)ON=2)=CC=1.[N:19]([C:22]1[CH:27]=[CH:26][C:25]([C:28]2[C:32]([C:33]([O:35]CC)=[O:34])=[C:31]([CH3:38])[O:30][N:29]=2)=[CH:24][CH:23]=1)=[N+:20]=[N-:21], predict the reaction product. (9) Given the reactants [NH2:1][C:2]1[S:3][CH:4]=[C:5]([C:7]2[CH:12]=[CH:11][CH:10]=[CH:9][CH:8]=2)[N:6]=1.[C:13]([N:21]=[C:22]=[S:23])(=[O:20])[C:14]1[CH:19]=[CH:18][CH:17]=[CH:16][CH:15]=1, predict the reaction product. The product is: [C:7]1([C:5]2[N:6]=[C:2]([NH:1][C:22]([NH:21][C:13](=[O:20])[C:14]3[CH:15]=[CH:16][CH:17]=[CH:18][CH:19]=3)=[S:23])[S:3][CH:4]=2)[CH:12]=[CH:11][CH:10]=[CH:9][CH:8]=1.